The task is: Predict the reactants needed to synthesize the given product.. This data is from Full USPTO retrosynthesis dataset with 1.9M reactions from patents (1976-2016). Given the product [O:1]1[C:5]2[CH:6]=[CH:7][CH:8]=[CH:9][C:4]=2[C:3]([N:10]2[CH2:15][CH2:14][N:13]([CH2:16][CH:17]([C:19]3[CH:20]=[C:21]4[C:25](=[CH:26][CH:27]=3)[C:24]([CH3:29])([CH3:28])[CH:23]([OH:30])[C:22]4([CH3:32])[CH3:31])[Cl:37])[CH2:12][CH2:11]2)=[N:2]1, predict the reactants needed to synthesize it. The reactants are: [O:1]1[C:5]2[CH:6]=[CH:7][CH:8]=[CH:9][C:4]=2[C:3]([N:10]2[CH2:15][CH2:14][N:13]([CH2:16][CH:17]([C:19]3[CH:20]=[C:21]4[C:25](=[CH:26][CH:27]=3)[C:24]([CH3:29])([CH3:28])[CH:23]([OH:30])[C:22]4([CH3:32])[CH3:31])O)[CH2:12][CH2:11]2)=[N:2]1.CS([Cl:37])(=O)=O.C(N(CC)CC)C.